Dataset: Full USPTO retrosynthesis dataset with 1.9M reactions from patents (1976-2016). Task: Predict the reactants needed to synthesize the given product. (1) Given the product [Cl:2][CH2:3][CH2:4][CH2:5][CH2:6][C:7]1[N:8]([CH3:21])[N:9]=[C:10]2[C:19]=1[C:18]1[CH2:17][CH2:16][CH2:15][CH2:14][C:13]=1[N:12]=[C:11]2[NH2:20], predict the reactants needed to synthesize it. The reactants are: Cl.[Cl:2][CH2:3][CH2:4][CH2:5][CH2:6][C:7]1[N:8]([CH3:21])[N:9]=[C:10]2[C:19]=1[C:18]1[CH:17]=[CH:16][CH:15]=[CH:14][C:13]=1[N:12]=[C:11]2[NH2:20].FC(F)(F)C(O)=O. (2) Given the product [CH2:13]([O:10][C:5]1[C:4]([O:11][CH3:12])=[CH:3][C:2]([I:1])=[CH:7][C:6]=1[O:8][CH3:9])[CH3:14], predict the reactants needed to synthesize it. The reactants are: [I:1][C:2]1[CH:7]=[C:6]([O:8][CH3:9])[C:5]([OH:10])=[C:4]([O:11][CH3:12])[CH:3]=1.[CH2:13](I)[CH3:14].[H-].[Na+].Cl. (3) Given the product [Si:1]([O:8][CH2:9][C@@H:10]1[C@H:14]2[O:15][C:16]([CH3:19])([CH3:18])[O:17][C@H:13]2[C@H:12]([N:20]2[CH:28]=[N:27][C:26]3[C:21]2=[N:22][CH:23]=[N:24][C:25]=3[CH:30]=[CH2:31])[O:11]1)([C:4]([CH3:7])([CH3:6])[CH3:5])([CH3:3])[CH3:2], predict the reactants needed to synthesize it. The reactants are: [Si:1]([O:8][CH2:9][C@@H:10]1[C@H:14]2[O:15][C:16]([CH3:19])([CH3:18])[O:17][C@H:13]2[C@H:12]([N:20]2[CH:28]=[N:27][C:26]3[C:21]2=[N:22][CH:23]=[N:24][C:25]=3Cl)[O:11]1)([C:4]([CH3:7])([CH3:6])[CH3:5])([CH3:3])[CH3:2].[CH2:30]([Sn](CCCC)(CCCC)C=C)[CH2:31]CC.